Dataset: Full USPTO retrosynthesis dataset with 1.9M reactions from patents (1976-2016). Task: Predict the reactants needed to synthesize the given product. (1) Given the product [Cl:21][C:22]1[CH:27]=[CH:26][C:25]([OH:28])=[CH:24][C:23]=1[C:30]1[CH:59]=[C:58]([CH3:60])[C:33]2[N:34]=[C:35]([NH:38][C:39]3[CH:40]=[CH:41][C:42]([S:45]([N:48]([CH3:57])[CH2:49][CH2:50][N:51]4[CH2:56][CH2:55][O:54][CH2:53][CH2:52]4)(=[O:46])=[O:47])=[CH:43][CH:44]=3)[N:36]=[N:37][C:32]=2[CH:31]=1, predict the reactants needed to synthesize it. The reactants are: BrC1C=CC(S(N(C)CCN2CCOCC2)(=O)=O)=CC=1.[Cl:21][C:22]1[CH:27]=[CH:26][C:25]([O:28]C)=[CH:24][C:23]=1[C:30]1[CH:59]=[C:58]([CH3:60])[C:33]2[N:34]=[C:35]([NH:38][C:39]3[CH:44]=[CH:43][C:42]([S:45]([N:48]([CH3:57])[CH2:49][CH2:50][N:51]4[CH2:56][CH2:55][O:54][CH2:53][CH2:52]4)(=[O:47])=[O:46])=[CH:41][CH:40]=3)[N:36]=[N:37][C:32]=2[CH:31]=1. (2) Given the product [Cl:1][C:2]1[CH:7]=[CH:6][CH:5]=[C:4]([F:8])[C:3]=1[NH:9][C:10]1[NH:11][C:12]2[C:18]3[CH2:19][C:20]([CH3:23])([CH3:22])[O:21][C:17]=3[C:16]([C:24]([NH:31][C:30]3[CH:32]=[C:33]([F:37])[C:34]([F:36])=[CH:35][C:29]=3[F:28])=[O:26])=[CH:15][C:13]=2[N:14]=1, predict the reactants needed to synthesize it. The reactants are: [Cl:1][C:2]1[CH:7]=[CH:6][CH:5]=[C:4]([F:8])[C:3]=1[NH:9][C:10]1[NH:11][C:12]2[C:18]3[CH2:19][C:20]([CH3:23])([CH3:22])[O:21][C:17]=3[C:16]([C:24]([O:26]C)=O)=[CH:15][C:13]=2[N:14]=1.[F:28][C:29]1[CH:35]=[C:34]([F:36])[C:33]([F:37])=[CH:32][C:30]=1[NH2:31].C[Al](C)C. (3) Given the product [OH:14][CH2:13][CH:11]1[CH2:10][O:9][C:8]2[CH:15]=[CH:16][C:5]([C:3]([OH:4])=[O:2])=[C:6]([CH3:17])[C:7]=2[O:12]1, predict the reactants needed to synthesize it. The reactants are: C[O:2][C:3]([C:5]1[CH:16]=[CH:15][C:8]2[O:9][CH2:10][CH:11]([CH2:13][OH:14])[O:12][C:7]=2[C:6]=1[CH3:17])=[O:4].O.[OH-].[Ba+2].[OH-]. (4) Given the product [C:1]([O:5][C:6]([N:8]1[CH2:13][CH:12]=[C:11]([C:14]2[C:19]([NH2:20])=[N:18][CH:17]=[C:16]([C:47]3[CH:48]=[CH:49][C:44]([CH2:43][NH:42][C:27]4[C:28]([C:29](=[O:30])[NH:31][C@H:32]([C:34]5[CH:35]=[CH:36][C:37]([F:40])=[CH:38][CH:39]=5)[CH3:33])=[CH:41][C:24]([C:22]#[N:23])=[CH:25][N:26]=4)=[CH:45][CH:46]=3)[N:15]=2)[CH2:10][CH2:9]1)=[O:7])([CH3:4])([CH3:3])[CH3:2], predict the reactants needed to synthesize it. The reactants are: [C:1]([O:5][C:6]([N:8]1[CH2:13][CH:12]=[C:11]([C:14]2[C:19]([NH2:20])=[N:18][CH:17]=[C:16](Br)[N:15]=2)[CH2:10][CH2:9]1)=[O:7])([CH3:4])([CH3:3])[CH3:2].[C:22]([C:24]1[CH:25]=[N:26][C:27]([NH:42][CH2:43][C:44]2[CH:49]=[CH:48][C:47](B3OC(C)(C)C(C)(C)O3)=[CH:46][CH:45]=2)=[C:28]([CH:41]=1)[C:29]([NH:31][C@H:32]([C:34]1[CH:39]=[CH:38][C:37]([F:40])=[CH:36][CH:35]=1)[CH3:33])=[O:30])#[N:23].O1CCOCC1.C(=O)(O)[O-].[Na+].O.